Dataset: Full USPTO retrosynthesis dataset with 1.9M reactions from patents (1976-2016). Task: Predict the reactants needed to synthesize the given product. (1) Given the product [CH:2]([N:5]1[C:13]2[CH:12]=[C:11]([NH:14][C:15]3[CH:20]=[CH:19][N:18]=[C:17]([CH:21]4[CH2:26][CH2:25][N:24]([S:35]([CH3:34])(=[O:37])=[O:36])[CH2:23][CH2:22]4)[N:16]=3)[N:10]=[CH:9][C:8]=2[N:7]=[CH:6]1)([CH3:4])[CH3:3], predict the reactants needed to synthesize it. The reactants are: [Cl-].[CH:2]([N:5]1[C:13]2[CH:12]=[C:11]([NH:14][C:15]3[CH:20]=[CH:19][N:18]=[C:17]([CH:21]4[CH2:26][CH2:25][NH2+:24][CH2:23][CH2:22]4)[N:16]=3)[N:10]=[CH:9][C:8]=2[N:7]=[CH:6]1)([CH3:4])[CH3:3].C(N(CC)CC)C.[CH3:34][S:35](Cl)(=[O:37])=[O:36]. (2) The reactants are: [NH2:1][CH2:2][C:3]1[O:7][N:6]=[C:5]([C:8]2[CH:13]=[CH:12][CH:11]=[CH:10][CH:9]=2)[CH:4]=1.[O:14]([C:21]1[CH:26]=[CH:25][C:24]([N:27]=[C:28]=[O:29])=[CH:23][CH:22]=1)[C:15]1[CH:20]=[CH:19][CH:18]=[CH:17][CH:16]=1. Given the product [C:8]1([C:5]2[CH:4]=[C:3]([CH2:2][NH:1][C:28](=[O:29])[NH:27][C:24]3[CH:23]=[CH:22][C:21]([O:14][C:15]4[CH:20]=[CH:19][CH:18]=[CH:17][CH:16]=4)=[CH:26][CH:25]=3)[O:7][N:6]=2)[CH:9]=[CH:10][CH:11]=[CH:12][CH:13]=1, predict the reactants needed to synthesize it. (3) Given the product [Br:1][C:2]1[CH:11]=[CH:10][CH:9]=[C:4]2[C:3]=1[N:12]=[C:13]([CH2:14][O:15][CH3:16])[N:7]([CH3:8])[C:5]2=[O:6], predict the reactants needed to synthesize it. The reactants are: [Br:1][C:2]1[C:3]([NH:12][C:13](=O)[CH2:14][O:15][CH3:16])=[C:4]([CH:9]=[CH:10][CH:11]=1)[C:5]([NH:7][CH3:8])=[O:6].S(=O)(=O)(O)O. (4) Given the product [C:23]([C:20]1[N:19]=[C:18]([NH:27][CH2:28][C:29]2[O:30][CH:31]=[CH:32][CH:33]=2)[C:17]([C:15]([N:10]([CH2:11][CH:12]([CH3:14])[CH3:13])[C@H:8]2[CH2:9][C@@H:4]([C:2]#[N:1])[CH2:5][N:6]([C:34]([O:36][C:37]([CH3:40])([CH3:39])[CH3:38])=[O:35])[CH2:7]2)=[O:16])=[CH:22][N:21]=1)([CH3:26])([CH3:25])[CH3:24], predict the reactants needed to synthesize it. The reactants are: [NH2:1][C:2]([C@@H:4]1[CH2:9][C@H:8]([N:10]([C:15]([C:17]2[C:18]([NH:27][CH2:28][C:29]3[O:30][CH:31]=[CH:32][CH:33]=3)=[N:19][C:20]([C:23]([CH3:26])([CH3:25])[CH3:24])=[N:21][CH:22]=2)=[O:16])[CH2:11][CH:12]([CH3:14])[CH3:13])[CH2:7][N:6]([C:34]([O:36][C:37]([CH3:40])([CH3:39])[CH3:38])=[O:35])[CH2:5]1)=O.FC(F)(F)C(OC(=O)C(F)(F)F)=O. (5) Given the product [C:2]1([C:18]2[CH:23]=[CH:22][CH:21]=[CH:20][CH:19]=2)[CH:7]=[CH:6][C:5]([C:8]2([CH2:14][NH:15][CH:16]=[O:17])[CH2:13][CH2:12][CH2:11][CH2:10][CH2:9]2)=[CH:4][CH:3]=1, predict the reactants needed to synthesize it. The reactants are: Br[C:2]1[CH:7]=[CH:6][C:5]([C:8]2([CH2:14][NH:15][CH:16]=[O:17])[CH2:13][CH2:12][CH2:11][CH2:10][CH2:9]2)=[CH:4][CH:3]=1.[C:18]1(B(O)O)[CH:23]=[CH:22][CH:21]=[CH:20][CH:19]=1. (6) Given the product [C:12]([O:16][C:17]([N:19]1[CH2:24][CH2:23][CH:22]([N:25]([C:6](=[O:8])[C:5]2[CH:9]=[CH:10][C:2]([Br:1])=[C:3]([F:11])[CH:4]=2)[CH:26]2[CH2:27][CH2:28]2)[CH2:21][CH2:20]1)=[O:18])([CH3:15])([CH3:13])[CH3:14], predict the reactants needed to synthesize it. The reactants are: [Br:1][C:2]1[CH:10]=[CH:9][C:5]([C:6]([OH:8])=O)=[CH:4][C:3]=1[F:11].[C:12]([O:16][C:17]([N:19]1[CH2:24][CH2:23][CH:22]([NH:25][CH:26]2[CH2:28][CH2:27]2)[CH2:21][CH2:20]1)=[O:18])([CH3:15])([CH3:14])[CH3:13].